Dataset: NCI-60 drug combinations with 297,098 pairs across 59 cell lines. Task: Regression. Given two drug SMILES strings and cell line genomic features, predict the synergy score measuring deviation from expected non-interaction effect. (1) Cell line: CCRF-CEM. Synergy scores: CSS=5.39, Synergy_ZIP=-3.00, Synergy_Bliss=-3.96, Synergy_Loewe=-8.32, Synergy_HSA=-4.52. Drug 2: COC1=C2C(=CC3=C1OC=C3)C=CC(=O)O2. Drug 1: CCN(CC)CCNC(=O)C1=C(NC(=C1C)C=C2C3=C(C=CC(=C3)F)NC2=O)C. (2) Drug 1: CC1=C(C=C(C=C1)NC2=NC=CC(=N2)N(C)C3=CC4=NN(C(=C4C=C3)C)C)S(=O)(=O)N.Cl. Drug 2: CC1CCC2CC(C(=CC=CC=CC(CC(C(=O)C(C(C(=CC(C(=O)CC(OC(=O)C3CCCCN3C(=O)C(=O)C1(O2)O)C(C)CC4CCC(C(C4)OC)OCCO)C)C)O)OC)C)C)C)OC. Cell line: SK-MEL-5. Synergy scores: CSS=12.7, Synergy_ZIP=-1.51, Synergy_Bliss=0.291, Synergy_Loewe=-16.9, Synergy_HSA=-3.49. (3) Drug 1: C1CCC(C1)C(CC#N)N2C=C(C=N2)C3=C4C=CNC4=NC=N3. Drug 2: B(C(CC(C)C)NC(=O)C(CC1=CC=CC=C1)NC(=O)C2=NC=CN=C2)(O)O. Cell line: SK-MEL-5. Synergy scores: CSS=-14.9, Synergy_ZIP=11.5, Synergy_Bliss=5.99, Synergy_Loewe=-12.2, Synergy_HSA=-12.9. (4) Drug 2: CC12CCC3C(C1CCC2O)C(CC4=C3C=CC(=C4)O)CCCCCCCCCS(=O)CCCC(C(F)(F)F)(F)F. Cell line: MOLT-4. Drug 1: CNC(=O)C1=CC=CC=C1SC2=CC3=C(C=C2)C(=NN3)C=CC4=CC=CC=N4. Synergy scores: CSS=20.2, Synergy_ZIP=12.5, Synergy_Bliss=14.8, Synergy_Loewe=7.69, Synergy_HSA=12.6. (5) Drug 1: CC1OCC2C(O1)C(C(C(O2)OC3C4COC(=O)C4C(C5=CC6=C(C=C35)OCO6)C7=CC(=C(C(=C7)OC)O)OC)O)O. Drug 2: C(CC(=O)O)C(=O)CN.Cl. Cell line: BT-549. Synergy scores: CSS=23.5, Synergy_ZIP=-5.04, Synergy_Bliss=-4.54, Synergy_Loewe=-16.6, Synergy_HSA=-2.61. (6) Drug 1: CNC(=O)C1=NC=CC(=C1)OC2=CC=C(C=C2)NC(=O)NC3=CC(=C(C=C3)Cl)C(F)(F)F. Drug 2: C#CCC(CC1=CN=C2C(=N1)C(=NC(=N2)N)N)C3=CC=C(C=C3)C(=O)NC(CCC(=O)O)C(=O)O. Cell line: MDA-MB-435. Synergy scores: CSS=-1.25, Synergy_ZIP=-0.272, Synergy_Bliss=-2.29, Synergy_Loewe=-1.28, Synergy_HSA=-2.48. (7) Drug 1: CC1=C2C(C(=O)C3(C(CC4C(C3C(C(C2(C)C)(CC1OC(=O)C(C(C5=CC=CC=C5)NC(=O)OC(C)(C)C)O)O)OC(=O)C6=CC=CC=C6)(CO4)OC(=O)C)OC)C)OC. Drug 2: C1C(C(OC1N2C=NC3=C(N=C(N=C32)Cl)N)CO)O. Cell line: RPMI-8226. Synergy scores: CSS=74.4, Synergy_ZIP=2.60, Synergy_Bliss=1.41, Synergy_Loewe=-23.2, Synergy_HSA=-0.899. (8) Drug 1: C1C(C(OC1N2C=NC3=C2NC=NCC3O)CO)O. Drug 2: CC12CCC3C(C1CCC2OP(=O)(O)O)CCC4=C3C=CC(=C4)OC(=O)N(CCCl)CCCl.[Na+]. Cell line: IGROV1. Synergy scores: CSS=7.79, Synergy_ZIP=-0.944, Synergy_Bliss=2.13, Synergy_Loewe=0.446, Synergy_HSA=0.443. (9) Synergy scores: CSS=-2.07, Synergy_ZIP=6.23, Synergy_Bliss=13.8, Synergy_Loewe=2.72, Synergy_HSA=2.51. Drug 2: CC(C)NC(=O)C1=CC=C(C=C1)CNNC.Cl. Cell line: DU-145. Drug 1: C1=CC(=CC=C1C#N)C(C2=CC=C(C=C2)C#N)N3C=NC=N3. (10) Drug 1: C1=C(C(=O)NC(=O)N1)N(CCCl)CCCl. Drug 2: C1=CN(C=N1)CC(O)(P(=O)(O)O)P(=O)(O)O. Cell line: HS 578T. Synergy scores: CSS=18.3, Synergy_ZIP=-7.12, Synergy_Bliss=-7.40, Synergy_Loewe=-6.53, Synergy_HSA=-5.77.